Dataset: Catalyst prediction with 721,799 reactions and 888 catalyst types from USPTO. Task: Predict which catalyst facilitates the given reaction. Reactant: [N:1]1[CH:6]=[CH:5][CH:4]=[C:3]([C:7]2[CH:8]=[C:9]([CH:11]=[CH:12][CH:13]=2)[NH2:10])[CH:2]=1.Cl[C:15]([O:17][C:18]1[CH:23]=[CH:22][CH:21]=[CH:20][CH:19]=1)=[O:16].C(N(CC)CC)C. Product: [C:18]1([O:17][C:15](=[O:16])[NH:10][C:9]2[CH:11]=[CH:12][CH:13]=[C:7]([C:3]3[CH:2]=[N:1][CH:6]=[CH:5][CH:4]=3)[CH:8]=2)[CH:23]=[CH:22][CH:21]=[CH:20][CH:19]=1. The catalyst class is: 7.